The task is: Predict which catalyst facilitates the given reaction.. This data is from Catalyst prediction with 721,799 reactions and 888 catalyst types from USPTO. (1) Reactant: [F:1][C:2]1[CH:9]=[CH:8][C:7]([CH2:10][O:11][CH:12]2[CH2:17][CH2:16][CH2:15][CH2:14][O:13]2)=[CH:6][C:3]=1[CH:4]=[O:5].[BH4-].[Na+]. Product: [F:1][C:2]1[CH:9]=[CH:8][C:7]([CH2:10][O:11][CH:12]2[CH2:17][CH2:16][CH2:15][CH2:14][O:13]2)=[CH:6][C:3]=1[CH2:4][OH:5]. The catalyst class is: 5. (2) Reactant: P(Cl)(Cl)([Cl:3])=O.[CH3:6][N:7]([CH3:32])[C@@H:8]1[CH2:12][CH2:11][N:10]([C:13]2[CH:22]=[C:21]3[C:16]([CH2:17][NH:18][C:19](=O)[NH:20]3)=[C:15]([O:24][CH:25]3[CH2:30][CH2:29][N:28]([CH3:31])[CH2:27][CH2:26]3)[CH:14]=2)[CH2:9]1.C(N(C(C)C)CC)(C)C. The catalyst class is: 26. Product: [Cl:3][C:17]1[C:16]2[C:21](=[CH:22][C:13]([N:10]3[CH2:11][CH2:12][C@@H:8]([N:7]([CH3:32])[CH3:6])[CH2:9]3)=[CH:14][C:15]=2[O:24][CH:25]2[CH2:30][CH2:29][N:28]([CH3:31])[CH2:27][CH2:26]2)[N:20]=[CH:19][N:18]=1. (3) Product: [NH2:19][C:12]1[CH:13]=[C:14]([O:24][CH3:23])[CH:15]=[CH:16][C:11]=1[C:10]([NH:9][C:6]1[CH:5]=[CH:4][C:3]([C:1]#[N:2])=[CH:8][CH:7]=1)=[O:22]. The catalyst class is: 19. Reactant: [C:1]([C:3]1[CH:8]=[CH:7][C:6]([NH:9][C:10](=[O:22])[C:11]2[CH:16]=[CH:15][CH:14]=[C:13](OC)[C:12]=2[N+:19]([O-])=O)=[CH:5][CH:4]=1)#[N:2].[CH:23]([O-])=[O:24].[NH4+]. (4) Reactant: C(OC([N:8]([CH:31]([CH3:33])[CH3:32])[C:9]1[N:14]=[C:13]([N:15]([CH2:27][C:28]([OH:30])=O)[C:16]([C:18]2[CH:19]=[CH:20][C:21]3[O:25][CH2:24][CH2:23][C:22]=3[CH:26]=2)=[O:17])[CH:12]=[CH:11][N:10]=1)=O)(C)(C)C.C1CN([P+](ON2N=NC3C=CC=CC2=3)(N2CCCC2)N2CCCC2)CC1.F[P-](F)(F)(F)(F)F.C(N(CC)CC)C.C([NH:81][C:82](=[NH:91])[NH:83]C(OC(C)(C)C)=O)(OC(C)(C)C)=O. Product: [NH:83]([C:28](=[O:30])[CH2:27][N:15]([C:13]1[CH:12]=[CH:11][N:10]=[C:9]([NH:8][CH:31]([CH3:32])[CH3:33])[N:14]=1)[C:16]([C:18]1[CH:19]=[CH:20][C:21]2[O:25][CH2:24][CH2:23][C:22]=2[CH:26]=1)=[O:17])[C:82]([NH2:91])=[NH:81]. The catalyst class is: 3. (5) Reactant: C(OC([N:8]([C:13]1[CH:21]=[CH:20][CH:19]=[C:18]2[C:14]=1[CH:15]=[CH:16][N:17]2[CH2:22][C:23]([O:25][C@H:26]([C:37]1[CH:42]=[CH:41][C:40]([O:43][CH:44]([F:46])[F:45])=[C:39]([O:47][CH2:48][CH:49]2[CH2:51][CH2:50]2)[CH:38]=1)[CH2:27][C:28]1[C:33]([Cl:34])=[CH:32][N+:31]([O-:35])=[CH:30][C:29]=1[Cl:36])=[O:24])[S:9]([CH3:12])(=[O:11])=[O:10])=O)(C)(C)C.O1CCOCC1. Product: [Cl:36][C:29]1[CH:30]=[N+:31]([O-:35])[CH:32]=[C:33]([Cl:34])[C:28]=1[CH2:27][C@@H:26]([C:37]1[CH:42]=[CH:41][C:40]([O:43][CH:44]([F:45])[F:46])=[C:39]([O:47][CH2:48][CH:49]2[CH2:51][CH2:50]2)[CH:38]=1)[O:25][C:23](=[O:24])[CH2:22][N:17]1[C:18]2[C:14](=[C:13]([NH:8][S:9]([CH3:12])(=[O:11])=[O:10])[CH:21]=[CH:20][CH:19]=2)[CH:15]=[CH:16]1. The catalyst class is: 473. (6) Reactant: [CH2:1]([N:8]1[C:18]2[C:13](=[CH:14][C:15]([OH:19])=[CH:16][CH:17]=2)[C:11](=[O:12])[C:9]1=[O:10])[C:2]1[CH:7]=[CH:6][CH:5]=[CH:4][CH:3]=1.[I-].[K+].C(=O)([O-])[O-].[K+].[K+].Cl[C:29]([CH3:33])([CH3:32])[C:30]#[CH:31].[Cl-].[NH4+]. Product: [CH2:1]([N:8]1[C:18]2[C:13](=[CH:14][C:15]3[O:19][C:29]([CH3:33])([CH3:32])[CH:30]=[CH:31][C:16]=3[CH:17]=2)[C:11](=[O:12])[C:9]1=[O:10])[C:2]1[CH:3]=[CH:4][CH:5]=[CH:6][CH:7]=1. The catalyst class is: 870.